Dataset: Peptide-MHC class I binding affinity with 185,985 pairs from IEDB/IMGT. Task: Regression. Given a peptide amino acid sequence and an MHC pseudo amino acid sequence, predict their binding affinity value. This is MHC class I binding data. (1) The peptide sequence is NYLKNKKSM. The MHC is HLA-A02:01 with pseudo-sequence HLA-A02:01. The binding affinity (normalized) is 0.0567. (2) The peptide sequence is KEEGIIPDW. The MHC is Mamu-B17 with pseudo-sequence Mamu-B17. The binding affinity (normalized) is 0. (3) The peptide sequence is ESMMGSTAM. The MHC is HLA-B35:01 with pseudo-sequence HLA-B35:01. The binding affinity (normalized) is 0.787. (4) The MHC is HLA-A11:01 with pseudo-sequence HLA-A11:01. The binding affinity (normalized) is 0.289. The peptide sequence is KFTILEYLY. (5) The binding affinity (normalized) is 0.366. The MHC is HLA-B51:01 with pseudo-sequence HLA-B51:01. The peptide sequence is MPRQTGGFF. (6) The peptide sequence is YFYYNAFHWAI. The MHC is HLA-C04:01 with pseudo-sequence HLA-C04:01. The binding affinity (normalized) is 0.0847. (7) The peptide sequence is AYIFSEATTPV. The MHC is Patr-A0901 with pseudo-sequence Patr-A0901. The binding affinity (normalized) is 0.944. (8) The peptide sequence is SGPKANIIV. The MHC is Mamu-A01 with pseudo-sequence Mamu-A01. The binding affinity (normalized) is 0.650. (9) The peptide sequence is TGDTPINI. The MHC is HLA-B27:05 with pseudo-sequence HLA-B27:05. The binding affinity (normalized) is 0.